Dataset: Acute oral toxicity (LD50) regression data from Zhu et al.. Task: Regression/Classification. Given a drug SMILES string, predict its toxicity properties. Task type varies by dataset: regression for continuous values (e.g., LD50, hERG inhibition percentage) or binary classification for toxic/non-toxic outcomes (e.g., AMES mutagenicity, cardiotoxicity, hepatotoxicity). Dataset: ld50_zhu. (1) The drug is CC(=O)OCCc1ccccc1. The rat oral LD50 is 1.65, given as -log10 of the dose in mol/kg body weight (higher means more acutely toxic). (2) The compound is CCCCOC(C)OCCCC. The rat oral LD50 is 1.30, given as -log10 of the dose in mol/kg body weight (higher means more acutely toxic). (3) The compound is CCC(C)c1ccc2ncccc2c1. The rat oral LD50 is 2.26, given as -log10 of the dose in mol/kg body weight (higher means more acutely toxic). (4) The drug is C=C(C)C(=O)OCCOCCOCCOC(=O)C(=C)C. The rat oral LD50 is 1.42, given as -log10 of the dose in mol/kg body weight (higher means more acutely toxic). (5) The drug is O=C(CF)NCc1ccc(Br)cc1. The rat oral LD50 is 2.78, given as -log10 of the dose in mol/kg body weight (higher means more acutely toxic). (6) The molecule is CC(C)c1cccc(OC(=O)N(C)C)c1. The rat oral LD50 is 3.11, given as -log10 of the dose in mol/kg body weight (higher means more acutely toxic). (7) The molecule is CNC(C)C1CCC(N)C(OC2C(N)CC(N)C(OC3OCC(C)(O)C(NC)C3O)C2O)O1. The rat oral LD50 is 1.86, given as -log10 of the dose in mol/kg body weight (higher means more acutely toxic). (8) The compound is CCN(CC)C(=S)SSC(=S)N(CC)CC. The rat oral LD50 is 2.77, given as -log10 of the dose in mol/kg body weight (higher means more acutely toxic).